From a dataset of Forward reaction prediction with 1.9M reactions from USPTO patents (1976-2016). Predict the product of the given reaction. The product is: [C:3]([O:7][C:8]([N:10]([CH3:27])[C@H:11]1[CH2:15][CH2:14][N:13]([C:16]([O:18][CH2:19][C:20]2[CH:25]=[CH:24][CH:23]=[CH:22][CH:21]=2)=[O:17])[CH2:12]1)=[O:9])([CH3:6])([CH3:4])[CH3:5]. Given the reactants [H-].[Na+].[C:3]([O:7][C:8]([NH:10][C@H:11]1[CH2:15][CH2:14][N:13]([C:16]([O:18][CH2:19][C:20]2[CH:25]=[CH:24][CH:23]=[CH:22][CH:21]=2)=[O:17])[CH2:12]1)=[O:9])([CH3:6])([CH3:5])[CH3:4].I[CH3:27], predict the reaction product.